From a dataset of Reaction yield outcomes from USPTO patents with 853,638 reactions. Predict the reaction yield, written as a fraction of the theoretical maximum amount of product (1.0 means a 100% yield; for example, 0.34 means a 34% yield). (1) The yield is 0.500. The reactants are [C:1]([N:4]1[CH:13]=[CH:12][C:11]2[C:6](=[C:7]([OH:15])[CH:8]=[CH:9][C:10]=2[F:14])[CH:5]1[C:16]([O:18][CH2:19][CH3:20])=[O:17])(=[O:3])[CH3:2].S(OC)(O[CH3:25])(=O)=O.[H-].[Na+]. The catalyst is CN(C=O)C. The product is [C:1]([N:4]1[CH:13]=[CH:12][C:11]2[C:6](=[C:7]([O:15][CH3:25])[CH:8]=[CH:9][C:10]=2[F:14])[CH:5]1[C:16]([O:18][CH2:19][CH3:20])=[O:17])(=[O:3])[CH3:2]. (2) The reactants are [Cl:1][C:2]1[CH:3]=[CH:4][C:5]([S:9][CH3:10])=[C:6]([CH:8]=1)[NH2:7].[O:11]1[C:15]2[CH:16]=[CH:17][CH:18]=[CH:19][C:14]=2[CH:13]=[C:12]1[S:20](Cl)(=[O:22])=[O:21]. No catalyst specified. The product is [Cl:1][C:2]1[CH:3]=[CH:4][C:5]([S:9][CH3:10])=[C:6]([NH:7][S:20]([C:12]2[O:11][C:15]3[CH:16]=[CH:17][CH:18]=[CH:19][C:14]=3[CH:13]=2)(=[O:21])=[O:22])[CH:8]=1. The yield is 0.600. (3) The reactants are [F:1][C:2]1[CH:28]=[C:27]([F:29])[CH:26]=[CH:25][C:3]=1[CH2:4][O:5][C:6]1[N:7]=[CH:8][N:9]([C:15]2[CH:16]=[C:17]([CH:21]=[CH:22][C:23]=2[CH3:24])[C:18]([OH:20])=O)[C:10](=[O:14])[C:11]=1[CH2:12][CH3:13].CN1CCOCC1.ClC(OCC(C)C)=O.[NH2:45][C@H:46]([CH3:49])[CH2:47][OH:48]. The catalyst is CC(N(C)C)=O.CN(C1C=CN=CC=1)C. The product is [F:1][C:2]1[CH:28]=[C:27]([F:29])[CH:26]=[CH:25][C:3]=1[CH2:4][O:5][C:6]1[N:7]=[CH:8][N:9]([C:15]2[CH:16]=[C:17]([CH:21]=[CH:22][C:23]=2[CH3:24])[C:18]([NH:45][C@H:46]([CH3:49])[CH2:47][OH:48])=[O:20])[C:10](=[O:14])[C:11]=1[CH2:12][CH3:13]. The yield is 0.700. (4) The reactants are [Cl:1][C:2]1[CH:3]=[C:4]2[C:8](=[CH:9][CH:10]=1)[NH:7][CH:6]=[C:5]2[CH2:11][CH2:12][NH:13][C:14](=[O:22])[C:15]1[CH:20]=[CH:19][CH:18]=[C:17](I)[CH:16]=1.[CH3:23][O:24][C:25]1[CH:30]=[CH:29][C:28](B(O)O)=[CH:27][CH:26]=1.C(=O)([O-])[O-].[Na+].[Na+]. The catalyst is C(COC)OC.O.C1C=CC([P]([Pd]([P](C2C=CC=CC=2)(C2C=CC=CC=2)C2C=CC=CC=2)([P](C2C=CC=CC=2)(C2C=CC=CC=2)C2C=CC=CC=2)[P](C2C=CC=CC=2)(C2C=CC=CC=2)C2C=CC=CC=2)(C2C=CC=CC=2)C2C=CC=CC=2)=CC=1. The product is [Cl:1][C:2]1[CH:3]=[C:4]2[C:8](=[CH:9][CH:10]=1)[NH:7][CH:6]=[C:5]2[CH2:11][CH2:12][NH:13][C:14]([C:15]1[CH:16]=[C:17]([C:28]2[CH:29]=[CH:30][C:25]([O:24][CH3:23])=[CH:26][CH:27]=2)[CH:18]=[CH:19][CH:20]=1)=[O:22]. The yield is 0.800. (5) The reactants are [Cl:1][C:2]1[N:7]=[N:6][C:5]([NH2:8])=[CH:4][CH:3]=1.C([O-])(O)=O.[Na+].[Br:14]Br. The catalyst is CO. The product is [Br:14][C:4]1[CH:3]=[C:2]([Cl:1])[N:7]=[N:6][C:5]=1[NH2:8]. The yield is 0.360. (6) The reactants are [OH-].[Na+].[C:3]([O:11][C:12]1[CH:17]=[CH:16][CH:15]=[C:14]([O:18]CCCCCC)[CH:13]=1)(=O)[C:4]1C=[CH:8][CH:7]=[CH:6][CH:5]=1.Br[CH2:26][CH2:27][CH2:28][CH2:29][CH:30]([O:33][CH3:34])[O:31][CH3:32]. The catalyst is [N+](CCCC)(CCCC)(CCCC)CCCC.[I-].O. The product is [CH3:32][O:31][CH:30]([O:33][CH3:34])[CH2:29][CH2:28][CH2:27][CH2:26][O:18][C:14]1[CH:15]=[CH:16][CH:17]=[C:12]([O:11][CH2:3][CH2:4][CH2:5][CH2:6][CH2:7][CH3:8])[CH:13]=1. The yield is 0.590.